Task: Predict which catalyst facilitates the given reaction.. Dataset: Catalyst prediction with 721,799 reactions and 888 catalyst types from USPTO (1) Reactant: [C:1]([O:4][C@H:5]1[C@H:10]([O:11][C:12](=[O:14])[CH3:13])[C@@H:9]([O:15][C:16](=[O:18])[CH3:17])[C@H:8]([C:19]2[CH:24]=[CH:23][C:22]([CH2:25][O:26][Si](C(C)C)(C(C)C)C(C)C)=[C:21]([CH:37]([C:49]3[CH:54]=[CH:53][C:52]([CH2:55][CH3:56])=[CH:51][CH:50]=3)[O:38][Si](C(C)C)(C(C)C)C(C)C)[CH:20]=2)[O:7][C@@H:6]1[CH2:57][O:58][C:59](=[O:61])[CH3:60])(=[O:3])[CH3:2].[F-].C([N+](CCCC)(CCCC)CCCC)CCC. Product: [C:1]([O:4][C@H:5]1[C@H:10]([O:11][C:12](=[O:14])[CH3:13])[C@@H:9]([O:15][C:16](=[O:18])[CH3:17])[C@H:8]([C:19]2[CH:24]=[CH:23][C:22]([CH2:25][OH:26])=[C:21]([CH:37]([C:49]3[CH:54]=[CH:53][C:52]([CH2:55][CH3:56])=[CH:51][CH:50]=3)[OH:38])[CH:20]=2)[O:7][C@@H:6]1[CH2:57][O:58][C:59](=[O:61])[CH3:60])(=[O:3])[CH3:2]. The catalyst class is: 7. (2) The catalyst class is: 6. Product: [C:1]([O:5][C:6]([N:8]1[CH2:9][CH2:10][C:11]([CH2:17][C:18]2[C:19]([C:27]([OH:29])=[O:28])=[N:20][N:21]([C:23]([CH3:25])([CH3:26])[CH3:24])[CH:22]=2)([N:60]=[C:30]=[O:33])[CH2:12][CH2:13]1)=[O:7])([CH3:4])([CH3:2])[CH3:3]. Reactant: [C:1]([O:5][C:6]([N:8]1[CH2:13][CH2:12][C:11]([CH2:17][C:18]2[C:19]([C:27]([OH:29])=[O:28])=[N:20][N:21]([C:23]([CH3:26])([CH3:25])[CH3:24])[CH:22]=2)(C(=O)N)[CH2:10][CH2:9]1)=[O:7])([CH3:4])([CH3:3])[CH3:2].[C:30](=[O:33])(O)[O-].[Na+].FC(F)(F)C(OC1C(OC(=O)C(F)(F)F)=C(I=O)C=CC=1)=O.Cl.C(#[N:60])C. (3) Reactant: [Cl:1][C:2]1[CH:3]=[N+:4]([O-:27])[CH:5]=[C:6]([Cl:26])[C:7]=1[CH2:8][C:9]([C:11]1[C:16]2[O:17][C:18]3([O:23][C:15]=2[C:14]([O:24][CH3:25])=[CH:13][CH:12]=1)[CH2:22][CH2:21][CH2:20][CH2:19]3)=[O:10].[BH4-].[Na+]. Product: [Cl:1][C:2]1[CH:3]=[N+:4]([O-:27])[CH:5]=[C:6]([Cl:26])[C:7]=1[CH2:8][CH:9]([OH:10])[C:11]1[C:16]2[O:17][C:18]3([O:23][C:15]=2[C:14]([O:24][CH3:25])=[CH:13][CH:12]=1)[CH2:19][CH2:20][CH2:21][CH2:22]3. The catalyst class is: 5. (4) Reactant: Cl[CH2:2][CH2:3][CH2:4][O:5][C:6]([C:9]1[NH:10][C:11](=[O:21])[C:12]([OH:20])=[C:13]([C:15]([O:17][CH2:18][CH3:19])=[O:16])[N:14]=1)([CH3:8])[CH3:7].[C:22](O[C:22](=[O:29])[C:23]1[CH:28]=[CH:27][CH:26]=[CH:25][CH:24]=1)(=[O:29])[C:23]1[CH:28]=[CH:27][CH:26]=[CH:25][CH:24]=1.C(=O)([O-])[O-].[K+].[K+]. Product: [C:22]([O:20][C:12]1[C:11](=[O:21])[N:10]2[C:9]([C:6]([CH3:8])([CH3:7])[O:5][CH2:4][CH2:3][CH2:2]2)=[N:14][C:13]=1[C:15]([O:17][CH2:18][CH3:19])=[O:16])(=[O:29])[C:23]1[CH:28]=[CH:27][CH:26]=[CH:25][CH:24]=1. The catalyst class is: 17.